Predict the reactants needed to synthesize the given product. From a dataset of Full USPTO retrosynthesis dataset with 1.9M reactions from patents (1976-2016). (1) The reactants are: [C:1]([O:5][C:6]([N:8]1[CH2:13][CH2:12][N:11]([C:14]2[CH:19]=[CH:18][CH:17]=[CH:16][C:15]=2[N+:20]([O-])=O)[CH:10]([CH2:23][C:24]([OH:26])=O)[CH2:9]1)=[O:7])([CH3:4])([CH3:3])[CH3:2].F[P-](F)(F)(F)(F)F.N1(OC(N(C)C)=[N+](C)C)C2N=CC=CC=2N=N1.C(N(C(C)C)CC)(C)C. Given the product [O:26]=[C:24]1[NH:20][C:15]2[CH:16]=[CH:17][CH:18]=[CH:19][C:14]=2[N:11]2[CH2:12][CH2:13][N:8]([C:6]([O:5][C:1]([CH3:2])([CH3:4])[CH3:3])=[O:7])[CH2:9][CH:10]2[CH2:23]1, predict the reactants needed to synthesize it. (2) Given the product [F:1][C:2]1[CH:3]=[C:4]([C:21]2[CH:20]=[CH:19][C:18]([CH2:17][N:12]3[CH:16]=[CH:15][N:14]=[CH:13]3)=[CH:23][N:22]=2)[CH:5]=[CH:6][C:7]=1[OH:8], predict the reactants needed to synthesize it. The reactants are: [F:1][C:2]1[CH:3]=[C:4](B(O)O)[CH:5]=[CH:6][C:7]=1[OH:8].[N:12]1([CH2:17][C:18]2[CH:19]=[CH:20][C:21](Br)=[N:22][CH:23]=2)[CH:16]=[CH:15][N:14]=[CH:13]1.